Predict the reaction yield, written as a fraction of the theoretical maximum amount of product (1.0 means a 100% yield; for example, 0.34 means a 34% yield). From a dataset of Reaction yield outcomes from USPTO patents with 853,638 reactions. The reactants are Br[C:2]1[CH:7]=[CH:6][C:5]([NH2:8])=[C:4]([F:9])[CH:3]=1.[Li]CCCC.[CH3:15][Si:16](Cl)([CH3:18])[CH3:17]. The catalyst is C1COCC1. The product is [F:9][C:4]1[CH:3]=[C:2]([Si:16]([CH3:18])([CH3:17])[CH3:15])[CH:7]=[CH:6][C:5]=1[NH2:8]. The yield is 0.810.